Predict the reaction yield, written as a fraction of the theoretical maximum amount of product (1.0 means a 100% yield; for example, 0.34 means a 34% yield). From a dataset of Reaction yield outcomes from USPTO patents with 853,638 reactions. (1) The reactants are [F:1][C:2]1[C:3]([F:27])=[C:4]2[O:9][C:8]3([CH2:12][CH2:11][CH2:10]3)[CH2:7][N:6]3[CH:13]=[C:14]([C:22]([O:24][CH2:25][CH3:26])=[O:23])[C:15](=[O:21])[C:16]([C:17]=1[N+:18]([O-])=O)=[C:5]23. The catalyst is CN(C=O)C.[Pd]. The product is [NH2:18][C:17]1[C:16]2[C:15](=[O:21])[C:14]([C:22]([O:24][CH2:25][CH3:26])=[O:23])=[CH:13][N:6]3[CH2:7][C:8]4([CH2:12][CH2:11][CH2:10]4)[O:9][C:4]([C:5]=23)=[C:3]([F:27])[C:2]=1[F:1]. The yield is 0.670. (2) The yield is 0.630. The reactants are [Br:1][C:2]1[N:6]2[CH2:7][CH2:8][N:9]([C:11]([O:13][C:14]([CH3:17])([CH3:16])[CH3:15])=[O:12])[CH2:10][C:5]2=[N:4][N:3]=1.C(Cl)(Cl)Cl.CC#N.I([O-])(=O)(=O)=[O:26].[Na+]. The catalyst is O.O.[Ru](=O)=O. The product is [Br:1][C:2]1[N:6]2[CH2:7][CH2:8][N:9]([C:11]([O:13][C:14]([CH3:17])([CH3:16])[CH3:15])=[O:12])[C:10](=[O:26])[C:5]2=[N:4][N:3]=1. (3) The reactants are [CH3:1][O:2][C:3]1[CH:8]=[C:7](Br)[C:6]([CH3:10])=[CH:5][C:4]=1[N+:11]([O-:13])=[O:12].[N:14]1[CH:19]=[CH:18][C:17](B(O)O)=[CH:16][CH:15]=1.C([O-])([O-])=O.[Na+].[Na+]. The catalyst is O1CCOCC1.C1C=CC(P(C2C=CC=CC=2)[C-]2C=CC=C2)=CC=1.C1C=CC(P(C2C=CC=CC=2)[C-]2C=CC=C2)=CC=1.Cl[Pd]Cl.[Fe+2]. The product is [CH3:10][C:6]1[CH:5]=[C:4]([N+:11]([O-:13])=[O:12])[C:3]([O:2][CH3:1])=[CH:8][C:7]=1[C:17]1[CH:18]=[CH:19][N:14]=[CH:15][CH:16]=1. The yield is 0.570. (4) The reactants are [F:1][C:2]1[CH:7]=[CH:6][C:5]([OH:8])=[CH:4][CH:3]=1.[H-].[Na+].[N:11]1[C:18]([Cl:19])=[N:17][C:15](Cl)=[N:14][C:12]=1[Cl:13].[NH4+].[Cl-]. The catalyst is O1CCCC1. The product is [Cl:13][C:12]1[N:11]=[C:18]([Cl:19])[N:17]=[C:15]([O:8][C:5]2[CH:6]=[CH:7][C:2]([F:1])=[CH:3][CH:4]=2)[N:14]=1. The yield is 0.580. (5) The reactants are [CH:1]([C:4]1[CH:9]=[CH:8][C:7]([CH:10]2[C:14]3[C:15]([CH3:31])=[C:16]([NH:21][CH2:22][C:23]4[CH:28]=[CH:27][C:26]([O:29][CH3:30])=[CH:25][CH:24]=4)[C:17]([CH3:20])=[C:18]([CH3:19])[C:13]=3[O:12][C:11]2([CH3:33])[CH3:32])=[CH:6][CH:5]=1)([CH3:3])[CH3:2].[CH3:34]I.O. The catalyst is CN(C)C=O. The product is [CH:1]([C:4]1[CH:5]=[CH:6][C:7]([CH:10]2[C:14]3[C:15]([CH3:31])=[C:16]([N:21]([CH2:22][C:23]4[CH:24]=[CH:25][C:26]([O:29][CH3:30])=[CH:27][CH:28]=4)[CH3:34])[C:17]([CH3:20])=[C:18]([CH3:19])[C:13]=3[O:12][C:11]2([CH3:33])[CH3:32])=[CH:8][CH:9]=1)([CH3:3])[CH3:2]. The yield is 0.690. (6) The reactants are [C:1]12([CH2:11][O:12][C:13]3[CH:20]=[CH:19][C:16]([C:17]#[N:18])=[CH:15][C:14]=3Br)[CH2:10][CH:5]3[CH2:6][CH:7]([CH2:9][CH:3]([CH2:4]3)[CH2:2]1)[CH2:8]2.[CH:22]1(B(O)O)[CH2:24][CH2:23]1.P([O-])([O-])([O-])=O.[K+].[K+].[K+].F[B-](F)(F)F.C1(P(C2CCCCC2)C2CCCCC2)CCCCC1. The catalyst is C1(C)C=CC=CC=1.O.C([O-])(=O)C.[Pd+2].C([O-])(=O)C. The product is [C:1]12([CH2:11][O:12][C:13]3[CH:20]=[CH:19][C:16]([C:17]#[N:18])=[CH:15][C:14]=3[CH:22]3[CH2:24][CH2:23]3)[CH2:10][CH:5]3[CH2:6][CH:7]([CH2:9][CH:3]([CH2:4]3)[CH2:2]1)[CH2:8]2. The yield is 0.920.